This data is from HIV replication inhibition screening data with 41,000+ compounds from the AIDS Antiviral Screen. The task is: Binary Classification. Given a drug SMILES string, predict its activity (active/inactive) in a high-throughput screening assay against a specified biological target. (1) The drug is NC(CCCCCC(N)C(=O)O)C(=O)O. The result is 0 (inactive). (2) The molecule is O=S1(=O)c2ccccc2-c2ccccc21. The result is 0 (inactive). (3) The drug is CN1CCCCC(C(O)(c2ccccc2)c2ccccc2)C1=O. The result is 0 (inactive). (4) The compound is Cc1cc(C)c(C=NNS(=O)(=O)c2ccccc2)c(C)c1. The result is 0 (inactive).